From a dataset of Forward reaction prediction with 1.9M reactions from USPTO patents (1976-2016). Predict the product of the given reaction. (1) Given the reactants [F:1][C:2]1[CH:10]=[C:9]2[C:5]([CH2:6][CH2:7][N:8]2[CH:11]2[CH2:16][CH2:15][N:14]([C:17]3[N:22]=[N:21][C:20]([N:23]4[CH:27]=[C:26]([CH2:28][OH:29])[CH:25]=[N:24]4)=[CH:19][CH:18]=3)[CH2:13][CH2:12]2)=[CH:4][CH:3]=1.[CH2:30](I)[CH3:31].C1COCC1.[H-].[Na+], predict the reaction product. The product is: [CH2:30]([O:29][CH2:28][C:26]1[CH:25]=[N:24][N:23]([C:20]2[N:21]=[N:22][C:17]([N:14]3[CH2:15][CH2:16][CH:11]([N:8]4[C:9]5[C:5](=[CH:4][CH:3]=[C:2]([F:1])[CH:10]=5)[CH2:6][CH2:7]4)[CH2:12][CH2:13]3)=[CH:18][CH:19]=2)[CH:27]=1)[CH3:31]. (2) Given the reactants [Cl:1][C:2]1[C:10]([O:11][CH2:12][CH2:13][CH2:14]Cl)=[CH:9][C:8]([C:16]2[N:17]([C:32]([O:34][C:35]([CH3:38])([CH3:37])[CH3:36])=[O:33])[C:18]3[C:23]([CH:24]=2)=[CH:22][C:21]([CH2:25][N:26]2[CH2:31][CH2:30][CH2:29][CH2:28][CH2:27]2)=[CH:20][CH:19]=3)=[C:7]2[C:3]=1[CH2:4][NH:5][C:6]2=[O:39].[CH2:40]([NH:42][CH2:43][CH2:44][OH:45])[CH3:41].O, predict the reaction product. The product is: [Cl:1][C:2]1[C:10]([O:11][CH2:12][CH2:13][CH2:14][N:42]([CH2:43][CH2:44][OH:45])[CH2:40][CH3:41])=[CH:9][C:8]([C:16]2[N:17]([C:32]([O:34][C:35]([CH3:36])([CH3:37])[CH3:38])=[O:33])[C:18]3[C:23]([CH:24]=2)=[CH:22][C:21]([CH2:25][N:26]2[CH2:27][CH2:28][CH2:29][CH2:30][CH2:31]2)=[CH:20][CH:19]=3)=[C:7]2[C:3]=1[CH2:4][NH:5][C:6]2=[O:39].